Dataset: Catalyst prediction with 721,799 reactions and 888 catalyst types from USPTO. Task: Predict which catalyst facilitates the given reaction. (1) Reactant: [NH2:1][CH2:2][CH2:3][N:4]1[C:8](=[O:9])/[C:7](=[CH:10]/[C:11]2[CH:16]=[CH:15][C:14]([O:17][CH2:18][CH3:19])=[CH:13][CH:12]=2)/[S:6][C:5]1=[O:20].C(N(CC)CC)C.[C:28](OC(=O)C)(=[O:30])[CH3:29]. Product: [CH2:18]([O:17][C:14]1[CH:15]=[CH:16][C:11](/[CH:10]=[C:7]2/[C:8](=[O:9])[N:4]([CH2:3][CH2:2][NH:1][C:28](=[O:30])[CH3:29])[C:5](=[O:20])[S:6]/2)=[CH:12][CH:13]=1)[CH3:19]. The catalyst class is: 4. (2) Reactant: [C:1]1([C@H:7]([NH:10][C:11]([C:13]2[CH:14]=[C:15]([C:22](=[O:27])C(Cl)(Cl)Cl)[N:16]3[CH2:21][CH2:20][O:19][CH2:18][C:17]=23)=[O:12])[CH2:8][CH3:9])[CH:6]=[CH:5][CH:4]=[CH:3][CH:2]=1.[OH2:28].[OH-].[Na+]. Product: [C:1]1([C@H:7]([NH:10][C:11]([C:13]2[CH:14]=[C:15]([C:22]([OH:27])=[O:28])[N:16]3[CH2:21][CH2:20][O:19][CH2:18][C:17]=23)=[O:12])[CH2:8][CH3:9])[CH:6]=[CH:5][CH:4]=[CH:3][CH:2]=1. The catalyst class is: 7.